This data is from Peptide-MHC class II binding affinity with 134,281 pairs from IEDB. The task is: Regression. Given a peptide amino acid sequence and an MHC pseudo amino acid sequence, predict their binding affinity value. This is MHC class II binding data. (1) The peptide sequence is HEWCCRSCTLPPLRY. The MHC is DRB1_0404 with pseudo-sequence DRB1_0404. The binding affinity (normalized) is 0.115. (2) The peptide sequence is GMTGMLWETSLLDPE. The MHC is DRB1_0405 with pseudo-sequence DRB1_0405. The binding affinity (normalized) is 0.751. (3) The MHC is HLA-DQA10301-DQB10302 with pseudo-sequence HLA-DQA10301-DQB10302. The binding affinity (normalized) is 0.363. The peptide sequence is EEREVLMWKFDSALARKH. (4) The peptide sequence is SLLVAPMPTASTAQI. The MHC is HLA-DPA10201-DPB10101 with pseudo-sequence HLA-DPA10201-DPB10101. The binding affinity (normalized) is 0.267.